Dataset: Forward reaction prediction with 1.9M reactions from USPTO patents (1976-2016). Task: Predict the product of the given reaction. Given the reactants CO[C:3]1[S:4][CH:5]=[C:6]([C:8]2[S:9][CH:10]=[CH:11][C:12]=2[N+:13]([O-:15])=[O:14])[N:7]=1.C(=O)(O)[O-].[Na+].O=P(Cl)(Cl)[Cl:23], predict the reaction product. The product is: [Cl:23][C:3]1[S:4][CH:5]=[C:6]([C:8]2[S:9][CH:10]=[CH:11][C:12]=2[N+:13]([O-:15])=[O:14])[N:7]=1.